Predict which catalyst facilitates the given reaction. From a dataset of Catalyst prediction with 721,799 reactions and 888 catalyst types from USPTO. (1) Reactant: C(Cl)(=O)C(Cl)=O.CS(C)=O.[C:11]([N:18]1[CH2:24][CH2:23][CH2:22][C@H:19]1[CH2:20][OH:21])([O:13][C:14]([CH3:17])([CH3:16])[CH3:15])=[O:12]. Product: [C:14]([O:13][C:11]([N:18]1[CH2:24][CH2:23][CH2:22][C@H:19]1[CH:20]=[O:21])=[O:12])([CH3:17])([CH3:16])[CH3:15]. The catalyst class is: 2. (2) Reactant: [CH3:1][C:2]1[N:7]=[C:6]([C:8]#N)[CH:5]=[C:4]([O:10][C:11]2[CH:12]=[N:13][CH:14]=[N:15][CH:16]=2)[CH:3]=1.[OH-:17].[Na+].Cl.[O:20]1CCOCC1. Product: [CH3:1][C:2]1[N:7]=[C:6]([C:8]([OH:20])=[O:17])[CH:5]=[C:4]([O:10][C:11]2[CH:12]=[N:13][CH:14]=[N:15][CH:16]=2)[CH:3]=1. The catalyst class is: 100. (3) Product: [Si:1]([O:18][CH2:19][CH2:20][C@H:21]([O:23][C:24]1[CH:29]=[CH:28][CH:27]=[CH:26][C:25]=1[C:30]1[CH:35]=[CH:34][C:33]([C:36]([N:61]2[CH2:60][CH2:59][CH:58]([N:55]3[C:56]4[C:51](=[N:50][CH:49]=[C:48]([Cl:47])[CH:57]=4)[CH2:52][C:53]([CH3:65])([CH3:66])[C:54]3=[O:64])[CH2:63][CH2:62]2)=[O:37])=[C:32]([F:39])[CH:31]=1)[CH3:22])([C:14]([CH3:15])([CH3:16])[CH3:17])([C:2]1[CH:3]=[CH:4][CH:5]=[CH:6][CH:7]=1)[C:8]1[CH:9]=[CH:10][CH:11]=[CH:12][CH:13]=1. The catalyst class is: 434. Reactant: [Si:1]([O:18][CH2:19][CH2:20][C@H:21]([O:23][C:24]1[CH:29]=[CH:28][CH:27]=[CH:26][C:25]=1[C:30]1[CH:35]=[CH:34][C:33]([C:36](O)=[O:37])=[C:32]([F:39])[CH:31]=1)[CH3:22])([C:14]([CH3:17])([CH3:16])[CH3:15])([C:8]1[CH:13]=[CH:12][CH:11]=[CH:10][CH:9]=1)[C:2]1[CH:7]=[CH:6][CH:5]=[CH:4][CH:3]=1.FC(F)(F)C(O)=O.[Cl:47][C:48]1[CH:57]=[C:56]2[C:51]([CH2:52][C:53]([CH3:66])([CH3:65])[C:54](=[O:64])[N:55]2[CH:58]2[CH2:63][CH2:62][NH:61][CH2:60][CH2:59]2)=[N:50][CH:49]=1.C(N(C(C)C)CC)(C)C.F[P-](F)(F)(F)(F)F.N1(OC(N(C)C)=[N+](C)C)C2C=CC=CC=2N=N1. (4) Reactant: [CH3:1][O:2][C:3](=[O:14])[CH2:4][CH:5]([OH:13])[CH:6]([OH:12])[CH2:7][C:8]([O:10][CH3:11])=[O:9].[CH:15](OCC)(OCC)[O:16][CH2:17][CH3:18]. Product: [CH3:11][O:10][C:8](=[O:9])[CH2:7][CH:6]1[CH:5]([CH2:4][C:3]([O:2][CH3:1])=[O:14])[O:13][CH:15]([O:16][CH2:17][CH3:18])[O:12]1. The catalyst class is: 11. (5) Reactant: C([O:3][C:4](=O)[CH2:5][CH2:6][N:7]1[CH2:12][CH2:11][CH:10]([NH:13][C:14]2[N:18]([CH2:19][C:20]3[C:25]([OH:26])=[CH:24][CH:23]=[C:22]([CH3:27])[N:21]=3)[C:17]3[CH:28]=[C:29]([CH3:33])[CH:30]=[C:31]([CH3:32])[C:16]=3[N:15]=2)[CH2:9][CH2:8]1)C.O.C(OC(=O)C)C. Product: [OH:3][CH2:4][CH2:5][CH2:6][N:7]1[CH2:12][CH2:11][CH:10]([NH:13][C:14]2[N:18]([CH2:19][C:20]3[C:25]([OH:26])=[CH:24][CH:23]=[C:22]([CH3:27])[N:21]=3)[C:17]3[CH:28]=[C:29]([CH3:33])[CH:30]=[C:31]([CH3:32])[C:16]=3[N:15]=2)[CH2:9][CH2:8]1. The catalyst class is: 7.